From a dataset of Full USPTO retrosynthesis dataset with 1.9M reactions from patents (1976-2016). Predict the reactants needed to synthesize the given product. (1) Given the product [F:1][C:2]1[CH:7]=[C:6]([N:8]2[CH2:13][CH2:12][O:11][CH2:10][CH2:9]2)[CH:5]=[CH:4][C:3]=1[CH2:14][N:15]1[CH2:20][CH2:19][NH:18][C@@H:17]([CH3:28])[CH2:16]1, predict the reactants needed to synthesize it. The reactants are: [F:1][C:2]1[CH:7]=[C:6]([N:8]2[CH2:13][CH2:12][O:11][CH2:10][CH2:9]2)[CH:5]=[CH:4][C:3]=1[CH2:14][N:15]1[CH2:20][CH2:19][N:18](C(OC(C)(C)C)=O)[C@@H:17]([CH3:28])[CH2:16]1.FC(F)(F)C(O)=O. (2) The reactants are: Br[CH:2]([C:7]1[CH:12]=[CH:11][CH:10]=[CH:9][C:8]=1[Cl:13])[C:3]([O:5][CH3:6])=[O:4].[N-:14]=[N+:15]=[N-:16].[Na+].[Cl:18][C:19]1[CH:24]=[CH:23][C:22]([C:25]2[N:26]([CH2:34][C@H:35]([OH:40])[C:36]([F:39])([F:38])[F:37])[C:27](=[O:33])[N:28]([CH2:30][C:31]#[CH:32])[N:29]=2)=[CH:21][CH:20]=1. Given the product [Cl:13][C:8]1[CH:9]=[CH:10][CH:11]=[CH:12][C:7]=1[CH:2]([N:14]1[CH:32]=[C:31]([CH2:30][N:28]2[C:27](=[O:33])[N:26]([CH2:34][C@H:35]([OH:40])[C:36]([F:38])([F:37])[F:39])[C:25]([C:22]3[CH:23]=[CH:24][C:19]([Cl:18])=[CH:20][CH:21]=3)=[N:29]2)[N:16]=[N:15]1)[C:3]([O:5][CH3:6])=[O:4], predict the reactants needed to synthesize it. (3) Given the product [Cl:1][C:2]1[CH:10]=[CH:9][C:5]([CH2:6][OH:7])=[CH:4][C:3]=1[O:11][CH3:12], predict the reactants needed to synthesize it. The reactants are: [Cl:1][C:2]1[CH:10]=[CH:9][C:5]([C:6](O)=[O:7])=[CH:4][C:3]=1[O:11][CH3:12].B.C1COCC1. (4) Given the product [N:33]1([C:39]2[N:40]=[C:41]([CH2:46][C:47](=[O:48])[N:14]3[C:15]4[C:20](=[CH:19][CH:18]=[CH:17][CH:16]=4)[C:10]4([CH2:11][CH2:12][O:7][CH2:8][CH2:9]4)[CH2:13]3)[NH:42][C:43](=[O:45])[CH:44]=2)[CH2:38][CH2:37][O:36][CH2:35][CH2:34]1, predict the reactants needed to synthesize it. The reactants are: N1C=CC=CC=1.[O:7]1[CH2:12][CH2:11][C:10]2([C:20]3[C:15](=[CH:16][CH:17]=[CH:18][CH:19]=3)[NH:14][CH2:13]2)[CH2:9][CH2:8]1.Cl.CN(C)CCCN=C=NCC.[N:33]1([C:39]2[N:40]=[C:41]([CH2:46][C:47]([O-])=[O:48])[NH:42][C:43](=[O:45])[CH:44]=2)[CH2:38][CH2:37][O:36][CH2:35][CH2:34]1.[Na+]. (5) Given the product [Br:1][C:2]1[CH:3]=[C:4]([C:14]([NH:17][CH2:18][C:19]2[C:24](=[O:25])[CH:23]=[C:22]([CH3:26])[NH:21][C:20]=2[CH3:27])=[O:16])[C:5]2[CH:10]=[N:9][N:8]([CH:11]([CH3:12])[CH3:13])[C:6]=2[N:7]=1, predict the reactants needed to synthesize it. The reactants are: [Br:1][C:2]1[CH:3]=[C:4]([C:14]([OH:16])=O)[C:5]2[CH:10]=[N:9][N:8]([CH:11]([CH3:13])[CH3:12])[C:6]=2[N:7]=1.[NH2:17][CH2:18][C:19]1[C:24](=[O:25])[CH:23]=[C:22]([CH3:26])[NH:21][C:20]=1[CH3:27].C1CN([P+](ON2N=NC3C=CC=CC2=3)(N2CCCC2)N2CCCC2)CC1.F[P-](F)(F)(F)(F)F. (6) Given the product [C:15]([C:3]1[CH:4]=[N:5][C:6]2[C:11]([C:2]=1[NH:21][C:20]1[CH:22]=[CH:23][CH:24]=[C:25]3[O:26][CH2:17][O:18][C:19]=13)=[CH:10][C:9]([O:12][CH3:13])=[C:8]([OH:14])[CH:7]=2)#[N:16], predict the reactants needed to synthesize it. The reactants are: Cl[C:2]1[C:11]2[C:6](=[CH:7][C:8]([OH:14])=[C:9]([O:12][CH3:13])[CH:10]=2)[N:5]=[CH:4][C:3]=1[C:15]#[N:16].[CH2:17]1[O:26][C:25]2[C:19](=[C:20]([CH:22]=[CH:23][CH:24]=2)[NH2:21])[O:18]1.